Task: Predict the reaction yield, written as a fraction of the theoretical maximum amount of product (1.0 means a 100% yield; for example, 0.34 means a 34% yield).. Dataset: Reaction yield outcomes from USPTO patents with 853,638 reactions (1) The reactants are [C:1]([C:3]1[C:7]([CH3:8])=[C:6]([CH3:9])[S:5][C:4]=1[NH:10][C:11]([NH:13]C(=O)C1C=CC=CC=1)=[S:12])#[N:2].[OH-].[Na+].[CH3:24]I. The catalyst is C(O)C. The product is [CH3:8][C:7]1[C:3]2[C:1]([NH2:2])=[N:13][C:11]([S:12][CH3:24])=[N:10][C:4]=2[S:5][C:6]=1[CH3:9]. The yield is 0.890. (2) The reactants are [Cl:1][C:2]1[CH:3]=[C:4]([CH:7]=[CH:8][C:9]=1[O:10][CH2:11][CH2:12][CH2:13][N:14]1[CH2:20][CH2:19][CH2:18][N:17]([CH3:21])[CH2:16][CH2:15]1)[CH:5]=O.[C:22]([C:26]1[CH:27]=[C:28]([NH2:33])[C:29]([NH2:32])=[CH:30][CH:31]=1)([CH3:25])([CH3:24])[CH3:23]. No catalyst specified. The product is [C:22]([C:26]1[CH:31]=[CH:30][C:29]2[NH:32][C:5]([C:4]3[CH:7]=[CH:8][C:9]([O:10][CH2:11][CH2:12][CH2:13][N:14]4[CH2:20][CH2:19][CH2:18][N:17]([CH3:21])[CH2:16][CH2:15]4)=[C:2]([Cl:1])[CH:3]=3)=[N:33][C:28]=2[CH:27]=1)([CH3:25])([CH3:23])[CH3:24]. The yield is 0.340. (3) The reactants are [NH2:1][C@H:2]1[CH2:7][CH2:6][C@H:5]([OH:8])[CH2:4][CH2:3]1.Cl.C([O-])([O-])=O.[Na+].[Na+].Cl[C:17]([O:19][CH2:20][C:21]1[CH:26]=[CH:25][CH:24]=[CH:23][CH:22]=1)=[O:18]. The catalyst is C1COCC1.O.CCOC(C)=O. The product is [CH2:20]([O:19][C:17](=[O:18])[NH:1][C@H:2]1[CH2:7][CH2:6][C@H:5]([OH:8])[CH2:4][CH2:3]1)[C:21]1[CH:26]=[CH:25][CH:24]=[CH:23][CH:22]=1. The yield is 0.980. (4) The reactants are Cl[C:2]1[N:10]2[C:5]([CH:6]=[CH:7][CH:8]=[CH:9]2)=[CH:4][C:3]=1[C:11]([O:13][CH2:14][CH3:15])=[O:12].[CH3:16][N:17]([CH3:34])[CH2:18][C:19]1[CH:24]=[CH:23][CH:22]=[C:21](B2OC(C)(C)C(C)(C)O2)[CH:20]=1. No catalyst specified. The product is [CH3:16][N:17]([CH2:18][C:19]1[CH:20]=[C:21]([C:2]2[N:10]3[C:5]([CH:6]=[CH:7][CH:8]=[CH:9]3)=[CH:4][C:3]=2[C:11]([O:13][CH2:14][CH3:15])=[O:12])[CH:22]=[CH:23][CH:24]=1)[CH3:34]. The yield is 0.790. (5) The reactants are C1(C2NN=C(N[C:10]3[N:15]=[C:14]([NH:16][C@H:17](C4C=CC(F)=CC=4)C)[C:13]([CH2:26]O)=C[C:11]=3[F:28])C=2)CC1.C(N(CC)CC)C.CS(Cl)(=O)=O.[N-:41]=[N+:42]=[N-:43].[Na+]. The catalyst is C(Cl)Cl. The product is [N:41]([CH:13]([C:14]1[N:15]=[CH:10][C:11]([F:28])=[CH:17][N:16]=1)[CH3:26])=[N+:42]=[N-:43]. The yield is 0.650. (6) The reactants are [CH:1]1([N:4]2[C:8]3[C:9]([O:19][C@@H:20]([C@H:22]4[CH2:26][NH:25][C:24](=[O:27])[CH2:23]4)[CH3:21])=[CH:10][C:11](C4C=CC=CC=4)=[CH:12][C:7]=3[N:6]=[CH:5]2)[CH2:3][CH2:2]1.[F:28][CH:29]([F:48])[O:30][C:31]1[CH:36]=[CH:35][C:34](B2OC(C)(C)C(C)(C)O2)=[CH:33][C:32]=1[O:46][CH3:47]. No catalyst specified. The product is [CH:1]1([N:4]2[C:8]3[C:9]([O:19][C@@H:20]([C@H:22]4[CH2:26][NH:25][C:24](=[O:27])[CH2:23]4)[CH3:21])=[CH:10][C:11]([C:34]4[CH:35]=[CH:36][C:31]([O:30][CH:29]([F:28])[F:48])=[C:32]([O:46][CH3:47])[CH:33]=4)=[CH:12][C:7]=3[N:6]=[CH:5]2)[CH2:2][CH2:3]1. The yield is 0.478. (7) The reactants are [NH:1]1[CH2:6][CH2:5][NH:4][CH2:3][CH2:2]1.Cl[C:8]1[CH:17]=[CH:16][C:15]2[C:10](=[CH:11][CH:12]=[CH:13][CH:14]=2)[N:9]=1.C(=O)([O-])O.[Na+]. The catalyst is C(O)CO. The product is [N:1]1([C:8]2[CH:17]=[CH:16][C:15]3[C:10](=[CH:11][CH:12]=[CH:13][CH:14]=3)[N:9]=2)[CH2:6][CH2:5][NH:4][CH2:3][CH2:2]1. The yield is 1.00.